Dataset: Full USPTO retrosynthesis dataset with 1.9M reactions from patents (1976-2016). Task: Predict the reactants needed to synthesize the given product. (1) Given the product [Cl:1][C:2]1[CH:7]=[CH:6][CH:5]=[CH:4][C:3]=1[C:8]1[C:9]([C:21]([NH2:26])=[O:23])=[CH:10][N:11]([C:13]2[C:18]([Cl:19])=[CH:17][N:16]=[C:15]([Cl:20])[CH:14]=2)[CH:12]=1, predict the reactants needed to synthesize it. The reactants are: [Cl:1][C:2]1[CH:7]=[CH:6][CH:5]=[CH:4][C:3]=1[C:8]1[C:9]([C:21]([OH:23])=O)=[CH:10][N:11]([C:13]2[C:18]([Cl:19])=[CH:17][N:16]=[C:15]([Cl:20])[CH:14]=2)[CH:12]=1.N.C[N:26](C(ON1N=NC2C=CC=CC1=2)=[N+](C)C)C.[B-](F)(F)(F)F.CCN(C(C)C)C(C)C. (2) Given the product [CH3:1][C:2]1[N:3]([CH2:28][C:29]2[CH:34]=[CH:33][N:32]=[CH:31][CH:30]=2)[C:4](=[N:8][C:9]([C:11]23[CH2:20][CH:15]4[CH2:16][CH:17]([CH2:19][CH:13]([CH2:14]4)[CH2:12]2)[CH2:18]3)=[O:10])[S:5][C:6]=1[CH3:7], predict the reactants needed to synthesize it. The reactants are: [CH3:1][C:2]1[N:3]=[C:4]([NH:8][C:9]([C:11]23[CH2:20][CH:15]4[CH2:16][CH:17]([CH2:19][CH:13]([CH2:14]4)[CH2:12]2)[CH2:18]3)=[O:10])[S:5][C:6]=1[CH3:7].CC(C)([O-])C.[K+].Cl[CH2:28][C:29]1[CH:34]=[CH:33][N:32]=[CH:31][CH:30]=1.